From a dataset of Forward reaction prediction with 1.9M reactions from USPTO patents (1976-2016). Predict the product of the given reaction. (1) Given the reactants [NH2:1][C@@H:2]1[C@@H:6]([OH:7])[CH2:5][N:4]([C:8]2[CH:27]=[CH:26][C:11]([C:12]([NH:14][C:15]3[CH:20]=[CH:19][C:18]([O:21][C:22]([Cl:25])([F:24])[F:23])=[CH:17][CH:16]=3)=[O:13])=[CH:10][C:9]=2Br)[CH2:3]1.[F:29][C:30]1[CH:31]=[N:32][CH:33]=[C:34](B2OC(C)(C)C(C)(C)O2)[CH:35]=1.C([O-])([O-])=O.[Na+].[Na+].COCCOC, predict the reaction product. The product is: [NH2:1][C@@H:2]1[C@@H:6]([OH:7])[CH2:5][N:4]([C:8]2[CH:27]=[CH:26][C:11]([C:12]([NH:14][C:15]3[CH:20]=[CH:19][C:18]([O:21][C:22]([Cl:25])([F:24])[F:23])=[CH:17][CH:16]=3)=[O:13])=[CH:10][C:9]=2[C:34]2[CH:33]=[N:32][CH:31]=[C:30]([F:29])[CH:35]=2)[CH2:3]1. (2) Given the reactants [C:1]([C:4]1[C:12]2[C:7](=[CH:8][C:9]([CH3:21])=[C:10]([O:13]CC3C=CC=CC=3)[CH:11]=2)[N:6]([CH2:22][C:23]([O:25][CH3:26])=[O:24])[N:5]=1)(=[O:3])[CH3:2], predict the reaction product. The product is: [C:1]([C:4]1[C:12]2[C:7](=[CH:8][C:9]([CH3:21])=[C:10]([OH:13])[CH:11]=2)[N:6]([CH2:22][C:23]([O:25][CH3:26])=[O:24])[N:5]=1)(=[O:3])[CH3:2]. (3) Given the reactants Cl.[NH2:2][CH:3]([C:6]1[CH:11]=[CH:10][C:9]([CH2:12][CH3:13])=[CH:8][N:7]=1)[C:4]#[N:5].[CH3:14][O:15][C:16]1[C:34]([O:35][CH3:36])=[C:33]([O:37][CH3:38])[CH:32]=[CH:31][C:17]=1[C:18]([NH:20][CH2:21][CH2:22][N:23]1[CH:27]=[C:26]([C:28](O)=[O:29])[N:25]=[N:24]1)=[O:19], predict the reaction product. The product is: [C:4]([CH:3]([NH:2][C:28]([C:26]1[N:25]=[N:24][N:23]([CH2:22][CH2:21][NH:20][C:18](=[O:19])[C:17]2[CH:31]=[CH:32][C:33]([O:37][CH3:38])=[C:34]([O:35][CH3:36])[C:16]=2[O:15][CH3:14])[CH:27]=1)=[O:29])[C:6]1[CH:11]=[CH:10][C:9]([CH2:12][CH3:13])=[CH:8][N:7]=1)#[N:5]. (4) Given the reactants [C:1]([N:11]1[CH2:16][CH2:15][NH:14][CH2:13][CH2:12]1)([O:3][CH2:4][C:5]1[CH:10]=[CH:9][CH:8]=[CH:7][CH:6]=1)=[O:2].C(Cl)CCl.C1C=CC2N(O)N=NC=2C=1.[N:31]1([C:40]([O:42][C:43]([CH3:46])([CH3:45])[CH3:44])=[O:41])[CH2:39][CH2:38][CH2:37][CH2:36][C@@H:32]1[C:33](O)=[O:34].C(N(CC)CC)C, predict the reaction product. The product is: [CH3:46][C:43]([O:42][C:40]([N:31]1[CH2:39][CH2:38][CH2:37][CH2:36][C@@H:32]1[C:33]([N:14]1[CH2:13][CH2:12][N:11]([C:1]([O:3][CH2:4][C:5]2[CH:6]=[CH:7][CH:8]=[CH:9][CH:10]=2)=[O:2])[CH2:16][CH2:15]1)=[O:34])=[O:41])([CH3:44])[CH3:45]. (5) Given the reactants [CH3:1][C:2]1[CH:3]=[CH:4][CH:5]=[CH:6][C:7]=1[CH3:8].ClCCCl.[N+:13]([O-:16])([OH:15])=[O:14], predict the reaction product. The product is: [N+:13]([C:3]1[CH:4]=[CH:5][CH:6]=[C:7]([CH3:8])[C:2]=1[CH3:1])([O-:15])=[O:14].[N+:13]([C:4]1[CH:3]=[C:2]([CH3:1])[C:7]([CH3:8])=[CH:6][CH:5]=1)([O-:16])=[O:14]. (6) Given the reactants [OH:1][CH2:2][CH2:3][P:4]([CH2:18][CH2:19][OH:20])(=[O:17])[NH:5][CH2:6][CH2:7][CH2:8][S:9][S:10][C:11]1[CH:16]=[CH:15][CH:14]=[CH:13][N:12]=1.C(Cl)Cl.[S:24](Cl)([C:27]1[CH:33]=[CH:32][C:30]([CH3:31])=[CH:29][CH:28]=1)(=[O:26])=[O:25], predict the reaction product. The product is: [CH3:31][C:30]1[CH:32]=[CH:33][C:27]([S:24]([O:1][CH2:2][CH2:3][P:4]([CH2:18][CH2:19][O:20][S:24]([C:27]2[CH:33]=[CH:32][C:30]([CH3:31])=[CH:29][CH:28]=2)(=[O:26])=[O:25])([NH:5][CH2:6][CH2:7][CH2:8][S:9][S:10][C:11]2[CH:16]=[CH:15][CH:14]=[CH:13][N:12]=2)=[O:17])(=[O:26])=[O:25])=[CH:28][CH:29]=1. (7) Given the reactants Br[CH:2]1[CH2:16][C@@H:5]2[CH2:6][N:7]([C:9]([O:11][C:12]([CH3:15])([CH3:14])[CH3:13])=[O:10])[CH2:8][C@@H:4]2[C:3]1=[O:17].[NH:18]1[CH:22]=[CH:21][N:20]=[CH:19]1, predict the reaction product. The product is: [N:18]1([CH:2]2[CH2:16][C@@H:5]3[CH2:6][N:7]([C:9]([O:11][C:12]([CH3:15])([CH3:14])[CH3:13])=[O:10])[CH2:8][C@@H:4]3[C:3]2=[O:17])[CH:22]=[CH:21][N:20]=[CH:19]1.